The task is: Predict which catalyst facilitates the given reaction.. This data is from Catalyst prediction with 721,799 reactions and 888 catalyst types from USPTO. (1) Reactant: [C:1]([C:4]1[C:9]([O:10][CH2:11][CH2:12][CH2:13][C:14]([O:16][CH2:17][CH3:18])=[O:15])=[C:8]([CH2:19][CH2:20][CH3:21])[C:7]([OH:22])=[CH:6][CH:5]=1)(=[O:3])[CH3:2].[I-].[K+].C(=O)([O-])[O-].[K+].[K+].Br[CH2:32][CH2:33][CH2:34][S:35][C:36]1[CH:41]=[CH:40][C:39]([C:42](=[O:44])[CH3:43])=[C:38]([OH:45])[C:37]=1[CH2:46][CH2:47][CH3:48]. Product: [C:1]([C:4]1[C:9]([O:10][CH2:11][CH2:12][CH2:13][C:14]([O:16][CH2:17][CH3:18])=[O:15])=[C:8]([CH2:19][CH2:20][CH3:21])[C:7]([O:22][CH2:32][CH2:33][CH2:34][S:35][C:36]2[CH:41]=[CH:40][C:39]([C:42](=[O:44])[CH3:43])=[C:38]([OH:45])[C:37]=2[CH2:46][CH2:47][CH3:48])=[CH:6][CH:5]=1)(=[O:3])[CH3:2]. The catalyst class is: 21. (2) Reactant: [CH2:1]([O:3][C:4]([C:6]1[C:7]([OH:26])=[C:8]2[C:16](Br)=[C:15](Br)[N:14]([CH2:19][C:20]3[CH:25]=[CH:24][CH:23]=[CH:22][CH:21]=3)[C:9]2=[C:10]([C:12]#[N:13])[N:11]=1)=[O:5])[CH3:2].C([O-])=O.[NH4+]. Product: [CH2:1]([O:3][C:4]([C:6]1[C:7]([OH:26])=[C:8]2[CH:16]=[CH:15][N:14]([CH2:19][C:20]3[CH:21]=[CH:22][CH:23]=[CH:24][CH:25]=3)[C:9]2=[C:10]([C:12]#[N:13])[N:11]=1)=[O:5])[CH3:2]. The catalyst class is: 45. (3) Reactant: C[O:2][C:3]1[CH:10]=[CH:9][C:8]([O:11][C:12]([F:15])([F:14])[F:13])=[CH:7][C:4]=1[CH:5]=[O:6].B(Br)(Br)Br. Product: [OH:2][C:3]1[CH:10]=[CH:9][C:8]([O:11][C:12]([F:13])([F:14])[F:15])=[CH:7][C:4]=1[CH:5]=[O:6]. The catalyst class is: 2.